From a dataset of Reaction yield outcomes from USPTO patents with 853,638 reactions. Predict the reaction yield, written as a fraction of the theoretical maximum amount of product (1.0 means a 100% yield; for example, 0.34 means a 34% yield). (1) The reactants are [F:1][C:2]1[CH:7]=[C:6]([F:8])[CH:5]=[CH:4][C:3]=1[C:9]([OH:32])([CH2:26][N:27]1[CH:31]=[N:30][N:29]=[N:28]1)[C:10]([F:25])([F:24])[C:11]1[CH:16]=[CH:15][C:14](/[CH:17]=[CH:18]/[CH2:19][O:20][CH:21]([CH3:23])[CH3:22])=[CH:13][N:12]=1. The catalyst is CO.[Pd]. The product is [F:1][C:2]1[CH:7]=[C:6]([F:8])[CH:5]=[CH:4][C:3]=1[C:9]([OH:32])([CH2:26][N:27]1[CH:31]=[N:30][N:29]=[N:28]1)[C:10]([F:25])([F:24])[C:11]1[CH:16]=[CH:15][C:14]([CH2:17][CH2:18][CH2:19][O:20][CH:21]([CH3:23])[CH3:22])=[CH:13][N:12]=1. The yield is 0.800. (2) The reactants are C(N(CC)C(C)C)(C)C.F[P-](F)(F)(F)(F)F.N1(OC(N(C)C)=[N+](C)C)C2N=CC=CC=2N=N1.[N:34]1[CH:39]=[CH:38][C:37]([CH:40]([S:42][C:43]2[C:48]([C:49]([OH:51])=O)=[CH:47][CH:46]=[CH:45][N:44]=2)[CH3:41])=[CH:36][CH:35]=1.[Cl:52][C:53]1[CH:59]=[CH:58][C:56]([NH2:57])=[CH:55][CH:54]=1. The catalyst is CN(C)C=O.C(OCC)(=O)C. The product is [Cl:52][C:53]1[CH:59]=[CH:58][C:56]([NH:57][C:49]([C:48]2[C:43]([S:42][CH:40]([C:37]3[CH:36]=[CH:35][N:34]=[CH:39][CH:38]=3)[CH3:41])=[N:44][CH:45]=[CH:46][CH:47]=2)=[O:51])=[CH:55][CH:54]=1. The yield is 0.140.